The task is: Regression/Classification. Given a drug SMILES string, predict its absorption, distribution, metabolism, or excretion properties. Task type varies by dataset: regression for continuous measurements (e.g., permeability, clearance, half-life) or binary classification for categorical outcomes (e.g., BBB penetration, CYP inhibition). For this dataset (clearance_microsome_az), we predict log10(clearance) (log10 of the in vitro intrinsic clearance, CLint, in uL/min per mg of human liver microsomal protein, equivalently mL/min/g; values are censored to the assay range of 3 to 150, which is 0.477 to 2.18 on this log10 scale).. This data is from Microsomal clearance measurements from AstraZeneca. (1) The compound is O=c1[nH]c2c(O)ccc([C@@H](O)CNCCc3cccc(CNCCCc4ccccc4)c3)c2s1. The log10(clearance) is 0.950. (2) The molecule is CCc1nc2ccc(C(=O)NCc3ccc4c(c3)OCO4)cn2c1N(C)Cc1cccs1. The log10(clearance) is 2.18. (3) The molecule is O=c1ncn2nc(Sc3ccc(F)cc3F)ccc2c1-c1c(Cl)cccc1Cl. The log10(clearance) is 0.480.